This data is from Forward reaction prediction with 1.9M reactions from USPTO patents (1976-2016). The task is: Predict the product of the given reaction. (1) The product is: [CH3:28][O:27][C:24]1[CH:25]=[C:26]2[C:21](=[CH:22][CH:23]=1)[N:20]=[CH:19][N:18]=[C:17]2[O:16][CH2:15][CH:12]1[CH2:13][CH2:14][CH:9]([NH2:8])[CH2:10][CH2:11]1. Given the reactants C([NH:8][CH:9]1[CH2:14][CH2:13][CH:12]([CH2:15][O:16][C:17]2[C:26]3[C:21](=[CH:22][CH:23]=[C:24]([O:27][CH3:28])[CH:25]=3)[N:20]=[CH:19][N:18]=2)[CH2:11][CH2:10]1)C1C=CC=CC=1, predict the reaction product. (2) Given the reactants Br[CH2:2][CH2:3][CH2:4][O:5][C:6]1[CH:11]=[CH:10][C:9]([C:12]2[CH:17]=[CH:16][CH:15]=[CH:14][CH:13]=2)=[CH:8][CH:7]=1.[C:18]([O:22][C:23](=[O:43])[CH2:24][CH2:25][C:26]1[CH:31]=[CH:30][C:29]([OH:32])=[CH:28][C:27]=1[CH2:33][NH:34][C:35](=[O:42])[C:36]1[CH:41]=[CH:40][CH:39]=[CH:38][CH:37]=1)([CH3:21])([CH3:20])[CH3:19].C([O-])([O-])=O.[K+].[K+], predict the reaction product. The product is: [C:18]([O:22][C:23](=[O:43])[CH2:24][CH2:25][C:26]1[CH:31]=[CH:30][C:29]([O:32][CH2:2][CH2:3][CH2:4][O:5][C:6]2[CH:11]=[CH:10][C:9]([C:12]3[CH:17]=[CH:16][CH:15]=[CH:14][CH:13]=3)=[CH:8][CH:7]=2)=[CH:28][C:27]=1[CH2:33][NH:34][C:35](=[O:42])[C:36]1[CH:37]=[CH:38][CH:39]=[CH:40][CH:41]=1)([CH3:21])([CH3:19])[CH3:20]. (3) Given the reactants [NH2:1][C:2]1[C:3]2[C:10]([C:11]3[CH:16]=[CH:15][CH:14]=[CH:13][CH:12]=3)=[C:9]([C:17]3[CH:22]=[CH:21][CH:20]=[CH:19][CH:18]=3)[O:8][C:4]=2[N:5]=[CH:6][N:7]=1.Br[CH2:24][CH:25]1[O:29][CH2:28][CH2:27][O:26]1.[OH-].[Na+], predict the reaction product. The product is: [O:26]1[CH2:27][CH2:28][O:29][CH:25]1[CH2:24][NH:1][C:2]1[C:3]2[C:10]([C:11]3[CH:16]=[CH:15][CH:14]=[CH:13][CH:12]=3)=[C:9]([C:17]3[CH:18]=[CH:19][CH:20]=[CH:21][CH:22]=3)[O:8][C:4]=2[N:5]=[CH:6][N:7]=1. (4) Given the reactants [CH3:1][O:2][C:3]1[CH:8]=[C:7](B2OC(C)(C)C(C)(C)O2)[CH:6]=[CH:5][C:4]=1[NH:18][C:19](=[O:26])[O:20][C@H:21]([CH2:23][CH2:24][CH3:25])[CH3:22].COC(=O)N[CH2:31][C@H:32]1[CH2:37][CH2:36][C@H:35]([C:38]2[N:42]3[CH:43]=[CH:44][N:45]=[C:46]([CH3:47])[C:41]3=[C:40](Br)[N:39]=2)[CH2:34][CH2:33]1, predict the reaction product. The product is: [CH3:21][O:20][C:19]([CH2:31][C@H:32]1[CH2:33][CH2:34][C@H:35]([C:38]2[N:42]3[CH:43]=[CH:44][N:45]=[C:46]([CH3:47])[C:41]3=[C:40]([C:7]3[CH:6]=[CH:5][C:4]([NH:18][C:19](=[O:26])[O:20][C@H:21]([CH2:23][CH2:24][CH3:25])[CH3:22])=[C:3]([O:2][CH3:1])[CH:8]=3)[N:39]=2)[CH2:36][CH2:37]1)=[O:26]. (5) Given the reactants [C:1]([O:5][C:6]([N:8]1[CH2:12][C@H:11]([OH:13])[CH2:10][C@@H:9]1[CH2:14][C:15]1[C:23]2[C:18](=[CH:19][CH:20]=[CH:21][CH:22]=2)[NH:17][C:16]=1[CH3:24])=[O:7])([CH3:4])([CH3:3])[CH3:2].C(N(CC)CC)C.[CH3:32][S:33](Cl)(=[O:35])=[O:34].O, predict the reaction product. The product is: [C:1]([O:5][C:6]([N:8]1[CH2:12][C@H:11]([O:13][S:33]([CH3:32])(=[O:35])=[O:34])[CH2:10][C@@H:9]1[CH2:14][C:15]1[C:23]2[C:18](=[CH:19][CH:20]=[CH:21][CH:22]=2)[NH:17][C:16]=1[CH3:24])=[O:7])([CH3:4])([CH3:3])[CH3:2]. (6) Given the reactants [C:1]([O:5][C:6]([N:8]([CH3:45])[C@H:9]([C:21]([NH:23][C@H:24]([C:29]([N:31]([C@@H:33]([CH:42]([CH3:44])[CH3:43])/[CH:34]=[C:35](\[CH3:41])/[C:36]([O:38]CC)=[O:37])[CH3:32])=[O:30])[C:25]([CH3:28])([CH3:27])[CH3:26])=[O:22])[C:10]([CH3:20])([CH3:19])[C:11]1[CH:16]=[CH:15][C:14]([O:17][CH3:18])=[CH:13][CH:12]=1)=[O:7])([CH3:4])([CH3:3])[CH3:2].O.[OH-].[Li+].CCOCC, predict the reaction product. The product is: [C:1]([O:5][C:6]([N:8]([CH3:45])[C@H:9]([C:21]([NH:23][C@H:24]([C:29]([N:31]([C@@H:33]([CH:42]([CH3:43])[CH3:44])/[CH:34]=[C:35](/[C:36]([OH:38])=[O:37])\[CH3:41])[CH3:32])=[O:30])[C:25]([CH3:26])([CH3:27])[CH3:28])=[O:22])[C:10]([CH3:20])([CH3:19])[C:11]1[CH:16]=[CH:15][C:14]([O:17][CH3:18])=[CH:13][CH:12]=1)=[O:7])([CH3:2])([CH3:3])[CH3:4].